Dataset: Forward reaction prediction with 1.9M reactions from USPTO patents (1976-2016). Task: Predict the product of the given reaction. (1) The product is: [Br:1][C:2]1[N:3]=[CH:4][C:5]2[CH:6]=[CH:7][N:8]([CH:14]([CH2:16][CH3:17])[CH3:15])[C:9]=2[CH:10]=1. Given the reactants [Br:1][C:2]1[CH:10]=[C:9]2[C:5]([CH:6]=[CH:7][NH:8]2)=[CH:4][N:3]=1.[H-].[Na+].Br[CH:14]([CH2:16][CH3:17])[CH3:15], predict the reaction product. (2) Given the reactants [NH2:1][C:2]1[CH:7]=[CH:6][CH:5]=[C:4]([C:8]2[CH:13]=[CH:12][N:11]=[C:10]3[NH:14][C:15]([C:17]4[CH:22]=[CH:21][C:20]([C:23]([N:25]5[CH2:30][CH2:29][O:28][CH2:27][CH2:26]5)=[O:24])=[CH:19][CH:18]=4)=[N:16][C:9]=23)[C:3]=1[CH2:31][OH:32].[C:33]([C:37]1[CH:45]=[CH:44][C:40]([C:41](O)=[O:42])=[CH:39][CH:38]=1)([CH3:36])([CH3:35])[CH3:34].C1C=CC2N(O)N=NC=2C=1.CCN=C=NCCCN(C)C.CCN(C(C)C)C(C)C, predict the reaction product. The product is: [C:33]([C:37]1[CH:38]=[CH:39][C:40]([C:41]([NH:1][C:2]2[CH:7]=[CH:6][CH:5]=[C:4]([C:8]3[CH:13]=[CH:12][N:11]=[C:10]4[NH:14][C:15]([C:17]5[CH:18]=[CH:19][C:20]([C:23]([N:25]6[CH2:30][CH2:29][O:28][CH2:27][CH2:26]6)=[O:24])=[CH:21][CH:22]=5)=[N:16][C:9]=34)[C:3]=2[CH2:31][OH:32])=[O:42])=[CH:44][CH:45]=1)([CH3:36])([CH3:34])[CH3:35]. (3) The product is: [O:1]=[C:2]1[CH2:10][CH2:9][CH:8]2[CH:4]([CH2:5][N:6]([C:11]([O:13][C:14]([CH3:17])([CH3:16])[CH3:15])=[O:12])[CH2:7]2)[CH2:3]1. Given the reactants [OH:1][CH:2]1[CH2:10][CH2:9][CH:8]2[CH:4]([CH2:5][N:6]([C:11]([O:13][C:14]([CH3:17])([CH3:16])[CH3:15])=[O:12])[CH2:7]2)[CH2:3]1, predict the reaction product. (4) Given the reactants [CH:1]([NH:4][S:5]([CH2:8][CH2:9][C:10]1[CH:15]=[CH:14][C:13]([NH2:16])=[CH:12][CH:11]=1)(=[O:7])=[O:6])([CH3:3])[CH3:2].[CH2:17]([O:19][C:20]([C:22]1[C:23](=[O:45])[C:24]2[CH:29]=[N:28][C:27](S(C)(=O)=O)=[N:26][C:25]=2[N:34]([C:36]2[CH:37]=[C:38]3[C:42](=[CH:43][CH:44]=2)[CH2:41][CH2:40][CH2:39]3)[CH:35]=1)=[O:21])[CH3:18], predict the reaction product. The product is: [CH2:17]([O:19][C:20]([C:22]1[C:23](=[O:45])[C:24]2[CH:29]=[N:28][C:27]([NH:16][C:13]3[CH:12]=[CH:11][C:10]([CH2:9][CH2:8][S:5](=[O:7])(=[O:6])[NH:4][CH:1]([CH3:3])[CH3:2])=[CH:15][CH:14]=3)=[N:26][C:25]=2[N:34]([C:36]2[CH:37]=[C:38]3[C:42](=[CH:43][CH:44]=2)[CH2:41][CH2:40][CH2:39]3)[CH:35]=1)=[O:21])[CH3:18]. (5) Given the reactants [CH3:1][C:2]1[C:3]([O:8][C:9]2[CH:10]=[C:11]([CH:26]=[CH:27][CH:28]=2)[CH:12]=[C:13]2[CH2:18][CH2:17][N:16](C(OC(C)(C)C)=O)[CH2:15][CH2:14]2)=[N:4][CH:5]=[CH:6][CH:7]=1.[ClH:29].O1CCOCC1, predict the reaction product. The product is: [ClH:29].[CH3:1][C:2]1[C:3]([O:8][C:9]2[CH:28]=[CH:27][CH:26]=[C:11]([CH:12]=[C:13]3[CH2:18][CH2:17][NH:16][CH2:15][CH2:14]3)[CH:10]=2)=[N:4][CH:5]=[CH:6][CH:7]=1. (6) Given the reactants [Cl:1][C:2]1[N:11]=[CH:10][C:9]2[NH:8][C:7](=[O:12])[C@@H:6]([CH2:13][CH3:14])[N:5]([CH:15]([CH3:17])[CH3:16])[C:4]=2[N:3]=1.[C:18]1(C)C=CC(S(OC)(=O)=O)=CC=1.C(=O)([O-])[O-].[K+].[K+], predict the reaction product. The product is: [Cl:1][C:2]1[N:11]=[CH:10][C:9]2[N:8]([CH3:18])[C:7](=[O:12])[C@@H:6]([CH2:13][CH3:14])[N:5]([CH:15]([CH3:16])[CH3:17])[C:4]=2[N:3]=1. (7) Given the reactants [Cl:1][C:2]1[C:11]2[C:6](=[CH:7][CH:8]=[CH:9][CH:10]=2)[N:5]=[CH:4][C:3]=1[C:12]([O:14][CH2:15][CH3:16])=[O:13].[F:17]C1C=C2C(=CC=1)N=CC(C(OCC)=O)=C2O, predict the reaction product. The product is: [Cl:1][C:2]1[C:11]2[C:6](=[CH:7][CH:8]=[C:9]([F:17])[CH:10]=2)[N:5]=[CH:4][C:3]=1[C:12]([O:14][CH2:15][CH3:16])=[O:13]. (8) The product is: [C:15]([C@H:12]1[CH2:13][CH2:14][C@H:9]([O:8][C:4]2[CH:3]=[C:2]([B:22]3[O:23][C:24]([CH3:26])([CH3:25])[C:20]([CH3:36])([CH3:19])[O:21]3)[CH:7]=[CH:6][CH:5]=2)[CH2:10][CH2:11]1)([CH3:18])([CH3:17])[CH3:16]. Given the reactants Br[C:2]1[CH:7]=[CH:6][CH:5]=[C:4]([O:8][C@H:9]2[CH2:14][CH2:13][C@H:12]([C:15]([CH3:18])([CH3:17])[CH3:16])[CH2:11][CH2:10]2)[CH:3]=1.[CH3:19][C:20]1([CH3:36])[C:24]([CH3:26])([CH3:25])[O:23][B:22]([B:22]2[O:23][C:24]([CH3:26])([CH3:25])[C:20]([CH3:36])([CH3:19])[O:21]2)[O:21]1.CC([O-])=O.[K+].C(Cl)Cl, predict the reaction product.